This data is from Full USPTO retrosynthesis dataset with 1.9M reactions from patents (1976-2016). The task is: Predict the reactants needed to synthesize the given product. (1) Given the product [CH3:1][O:2][C:3](=[O:27])/[CH:4]=[CH:5]/[C:6]1[CH:7]=[C:8]2[C:23](=[CH:24][CH:25]=1)[O:22][C:11]1([CH2:14][N:13]([CH3:15])[CH2:12]1)[CH2:10][C:9]2=[O:26], predict the reactants needed to synthesize it. The reactants are: [CH3:1][O:2][C:3](=[O:27])/[CH:4]=[CH:5]/[C:6]1[CH:7]=[C:8]2[C:23](=[CH:24][CH:25]=1)[O:22][C:11]1([CH2:14][N:13]([C:15](OC(C)(C)C)=O)[CH2:12]1)[CH2:10][C:9]2=[O:26].C=O.[BH-](OC(C)=O)(OC(C)=O)OC(C)=O.[Na+]. (2) Given the product [C:1]([O:4][CH2:5][C@@H:6]1[C@@H:13]2[C@@H:9]([O:10][C:11]([CH3:15])([CH3:14])[O:12]2)[C@H:8]([N:16]2[CH:24]=[N:23][C:22]3[C:17]2=[N:18][CH:19]=[N:20][C:21]=3[CH:26]=[CH2:27])[O:7]1)(=[O:3])[CH3:2], predict the reactants needed to synthesize it. The reactants are: [C:1]([O:4][CH2:5][C@@H:6]1[C@@H:13]2[C@@H:9]([O:10][C:11]([CH3:15])([CH3:14])[O:12]2)[C@H:8]([N:16]2[CH:24]=[N:23][C:22]3[C:17]2=[N:18][CH:19]=[N:20][C:21]=3Cl)[O:7]1)(=[O:3])[CH3:2].[CH2:26]([Sn](CCCC)(CCCC)C=C)[CH2:27]CC.